From a dataset of Catalyst prediction with 721,799 reactions and 888 catalyst types from USPTO. Predict which catalyst facilitates the given reaction. Reactant: C(=O)([O-])[O-].[K+].[K+].[CH2:7]([O:14][C:15]1[CH:20]=[CH:19][C:18]([N:21]([CH2:32][C@H:33]([OH:35])[CH3:34])[C:22]([C:24]2[C:25]([Cl:31])=[N:26][CH:27]=[N:28][C:29]=2Cl)=[O:23])=[CH:17][C:16]=1[F:36])[C:8]1[CH:13]=[CH:12][CH:11]=[CH:10][CH:9]=1. Product: [CH2:7]([O:14][C:15]1[CH:20]=[CH:19][C:18]([N:21]2[C:22](=[O:23])[C:24]3[C:25]([Cl:31])=[N:26][CH:27]=[N:28][C:29]=3[O:35][C@H:33]([CH3:34])[CH2:32]2)=[CH:17][C:16]=1[F:36])[C:8]1[CH:13]=[CH:12][CH:11]=[CH:10][CH:9]=1. The catalyst class is: 287.